Dataset: Peptide-MHC class I binding affinity with 185,985 pairs from IEDB/IMGT. Task: Regression. Given a peptide amino acid sequence and an MHC pseudo amino acid sequence, predict their binding affinity value. This is MHC class I binding data. (1) The peptide sequence is MTTTANWLW. The MHC is HLA-A01:01 with pseudo-sequence HLA-A01:01. The binding affinity (normalized) is 0.191. (2) The peptide sequence is TEDDWITYI. The MHC is HLA-A24:03 with pseudo-sequence HLA-A24:03. The binding affinity (normalized) is 0.0847.